From a dataset of Catalyst prediction with 721,799 reactions and 888 catalyst types from USPTO. Predict which catalyst facilitates the given reaction. (1) Reactant: O[C:2](=[CH:8][C:9]1[CH:14]=[CH:13][CH:12]=[CH:11][CH:10]=1)[C:3]([O:5]CC)=[O:4].[OH-].[K+].S([O:27][CH2:28][C:29]1([CH2:33][CH3:34])[CH2:32][O:31][CH2:30]1)(C1C=CC(C)=CC=1)(=O)=O. Product: [CH2:33]([C:29]1([CH2:28][O:27][C:12]2[CH:11]=[CH:10][C:9]([CH:8]=[CH:2][C:3]([OH:5])=[O:4])=[CH:14][CH:13]=2)[CH2:32][O:31][CH2:30]1)[CH3:34]. The catalyst class is: 8. (2) Reactant: [Br:1][C:2]1[N:3]=[C:4]([C:9]#[C:10][Si](C)(C)C)[C:5]([NH2:8])=[N:6][CH:7]=1.CC(C)([O-])C.[K+]. Product: [Br:1][C:2]1[N:3]=[C:4]2[CH:9]=[CH:10][NH:8][C:5]2=[N:6][CH:7]=1. The catalyst class is: 60. (3) Reactant: [CH3:1][C:2]1[C:3]([C:18]([O:20]C)=[O:19])=[CH:4][S:5][C:6]=1/[C:7](/[CH2:10][CH2:11][N:12]1[CH2:17][CH2:16][O:15][CH2:14][CH2:13]1)=[CH:8]\[CH3:9].[OH-].[Na+]. Product: [CH3:1][C:2]1[C:3]([C:18]([OH:20])=[O:19])=[CH:4][S:5][C:6]=1/[C:7](/[CH2:10][CH2:11][N:12]1[CH2:17][CH2:16][O:15][CH2:14][CH2:13]1)=[CH:8]\[CH3:9]. The catalyst class is: 88. (4) Reactant: [B:1]1([OH:11])[C:5]2[CH:6]=[C:7]([OH:10])[CH:8]=[CH:9][C:4]=2[CH2:3][O:2]1.C[Si]([N-][Si](C)(C)C)(C)C.[K+].[CH2:22]([O:24][C:25](=[O:33])[C:26]1[CH:31]=[CH:30][C:29](Cl)=[N:28][CH:27]=1)[CH3:23]. Product: [CH2:22]([O:24][C:25](=[O:33])[C:26]1[CH:31]=[CH:30][C:29]([O:10][C:7]2[CH:8]=[CH:9][C:4]3[CH2:3][O:2][B:1]([OH:11])[C:5]=3[CH:6]=2)=[N:28][CH:27]=1)[CH3:23]. The catalyst class is: 12. (5) Reactant: [Br:1][CH2:2][CH2:3][CH2:4][C:5]([CH3:17])([C:11]1[CH:16]=[CH:15][CH:14]=[CH:13][CH:12]=1)[C:6](OCC)=[O:7].[Li+].[BH4-].CO. The catalyst class is: 2. Product: [Br:1][CH2:2][CH2:3][CH2:4][C:5]([CH3:17])([C:11]1[CH:16]=[CH:15][CH:14]=[CH:13][CH:12]=1)[CH2:6][OH:7]. (6) Reactant: CC(C)([O-])C.[Na+].Cl.[NH2:8][CH2:9][CH2:10][SH:11].Cl[C:13]1[N:14]=[N:15][C:16]([C:19]2[CH:24]=[CH:23][CH:22]=[CH:21][CH:20]=2)=[CH:17][CH:18]=1.C(OCC)(=O)C. Product: [C:19]1([C:16]2[N:15]=[N:14][C:13]([S:11][CH2:10][CH2:9][NH2:8])=[CH:18][CH:17]=2)[CH:20]=[CH:21][CH:22]=[CH:23][CH:24]=1. The catalyst class is: 7. (7) Reactant: [NH:1]1[CH:5]=[C:4]([C:6]2[C:7]3[CH:14]=[CH:13][N:12]([CH2:15][O:16][CH2:17][CH2:18][Si:19]([CH3:22])([CH3:21])[CH3:20])[C:8]=3[N:9]=[CH:10][N:11]=2)[CH:3]=[N:2]1.C1CCN2C(=NCCC2)CC1.[N+:34]([C:37]1[CH:38]=[C:39](/[CH:43]=[CH:44]\[C:45]#[N:46])[CH:40]=[CH:41][CH:42]=1)([O-:36])=[O:35]. Product: [N+:34]([C:37]1[CH:38]=[C:39]([CH:43]([N:1]2[CH:5]=[C:4]([C:6]3[C:7]4[CH:14]=[CH:13][N:12]([CH2:15][O:16][CH2:17][CH2:18][Si:19]([CH3:22])([CH3:21])[CH3:20])[C:8]=4[N:9]=[CH:10][N:11]=3)[CH:3]=[N:2]2)[CH2:44][C:45]#[N:46])[CH:40]=[CH:41][CH:42]=1)([O-:36])=[O:35]. The catalyst class is: 10. (8) Reactant: Cl.[NH2:2][C@@H:3]1[CH2:8][CH2:7][C@H:6]([N:9]2[C:14](=[O:15])[C:13]3[CH:16]=[C:17]([F:20])[CH:18]=[N:19][C:12]=3[N:11]([C:21]3[CH:26]=[CH:25][C:24]([F:27])=[C:23]([F:28])[CH:22]=3)[C:10]2=[O:29])[CH2:5][CH2:4]1.[OH:30][C:31]1[CH:39]=[CH:38][C:37]([CH2:40][OH:41])=[CH:36][C:32]=1[C:33](O)=[O:34].CN(C(ON1N=NC2C=CC=NC1=2)=[N+](C)C)C.F[P-](F)(F)(F)(F)F.C1C=NC2N(O)N=NC=2C=1.CCN(C(C)C)C(C)C. Product: [F:28][C:23]1[CH:22]=[C:21]([N:11]2[C:12]3[N:19]=[CH:18][C:17]([F:20])=[CH:16][C:13]=3[C:14](=[O:15])[N:9]([C@@H:6]3[CH2:7][CH2:8][C@H:3]([NH:2][C:33](=[O:34])[C:32]4[CH:36]=[C:37]([CH2:40][OH:41])[CH:38]=[CH:39][C:31]=4[OH:30])[CH2:4][CH2:5]3)[C:10]2=[O:29])[CH:26]=[CH:25][C:24]=1[F:27]. The catalyst class is: 514.